Dataset: Catalyst prediction with 721,799 reactions and 888 catalyst types from USPTO. Task: Predict which catalyst facilitates the given reaction. (1) Reactant: [CH3:1][S:2](Cl)(=[O:4])=[O:3].[NH2:6][CH2:7][C:8]1[CH:38]=[CH:37][C:11]([CH2:12][N:13]2[C:25]3[C:24]4[CH:23]=[CH:22][C:21]([C:26]5[CH:27]=[N:28][CH:29]=[CH:30][CH:31]=5)=[CH:20][C:19]=4[N:18]=[C:17]([NH2:32])[C:16]=3[N:15]=[C:14]2[CH2:33][O:34][CH2:35][CH3:36])=[CH:10][CH:9]=1.C(=O)([O-])[O-].[Na+].[Na+]. Product: [NH2:32][C:17]1[C:16]2[N:15]=[C:14]([CH2:33][O:34][CH2:35][CH3:36])[N:13]([CH2:12][C:11]3[CH:10]=[CH:9][C:8]([CH2:7][NH:6][S:2]([CH3:1])(=[O:4])=[O:3])=[CH:38][CH:37]=3)[C:25]=2[C:24]2[CH:23]=[CH:22][C:21]([C:26]3[CH:27]=[N:28][CH:29]=[CH:30][CH:31]=3)=[CH:20][C:19]=2[N:18]=1. The catalyst class is: 4. (2) Reactant: [OH:1][CH2:2][CH2:3][C:4]1[C:8]([CH3:9])=[CH:7][N:6]([S:10]([N:13]([CH3:15])[CH3:14])(=[O:12])=[O:11])[N:5]=1.[H-].[Na+].[CH3:18]I. Product: [CH3:18][O:1][CH2:2][CH2:3][C:4]1[C:8]([CH3:9])=[CH:7][N:6]([S:10]([N:13]([CH3:15])[CH3:14])(=[O:11])=[O:12])[N:5]=1. The catalyst class is: 1. (3) Reactant: [CH:1]([C:3]1[CH:4]=[N:5][CH:6]=[CH:7][C:8]=1[C:9]1[CH:10]=[C:11]([CH:14]=[CH:15][CH:16]=1)[C:12]#[N:13])=[O:2].[CH3:17][C:18]1[CH:23]=[C:22]([CH3:24])[CH:21]=[C:20]([CH3:25])[C:19]=1[Mg]Br. Product: [OH:2][CH:1]([C:19]1[C:20]([CH3:25])=[CH:21][C:22]([CH3:24])=[CH:23][C:18]=1[CH3:17])[C:3]1[CH:4]=[N:5][CH:6]=[CH:7][C:8]=1[C:9]1[CH:10]=[C:11]([CH:14]=[CH:15][CH:16]=1)[C:12]#[N:13]. The catalyst class is: 1. (4) Reactant: [F:1][C:2]1[CH:10]=[C:9]2[C:5]([C:6]([C:12]([OH:14])=O)=[CH:7][N:8]2[CH3:11])=[CH:4][CH:3]=1.CN(C=O)C.C(Cl)(=O)C(Cl)=O.[NH2:26][C:27]1[C:32]([Cl:33])=[CH:31][C:30]([CH2:34][C:35]([O:37][CH2:38][CH3:39])=[O:36])=[C:29]([F:40])[CH:28]=1.C(N(CC)CC)C. Product: [Cl:33][C:32]1[C:27]([NH:26][C:12]([C:6]2[C:5]3[C:9](=[CH:10][C:2]([F:1])=[CH:3][CH:4]=3)[N:8]([CH3:11])[CH:7]=2)=[O:14])=[CH:28][C:29]([F:40])=[C:30]([CH2:34][C:35]([O:37][CH2:38][CH3:39])=[O:36])[CH:31]=1. The catalyst class is: 2. (5) Reactant: [F:1][C:2]1[CH:30]=[CH:29][C:5]([NH:6][C:7]2[CH:19]=[C:18]([N:20]3[C:28]4[C:23](=[CH:24][CH:25]=[CH:26][CH:27]=4)[CH2:22][CH2:21]3)[CH:17]=[CH:16][C:8]=2[C:9]([O:11]C(C)(C)C)=[O:10])=[CH:4][CH:3]=1. Product: [F:1][C:2]1[CH:30]=[CH:29][C:5]([NH:6][C:7]2[CH:19]=[C:18]([N:20]3[C:28]4[C:23](=[CH:24][CH:25]=[CH:26][CH:27]=4)[CH2:22][CH2:21]3)[CH:17]=[CH:16][C:8]=2[C:9]([OH:11])=[O:10])=[CH:4][CH:3]=1. The catalyst class is: 55.